Dataset: Catalyst prediction with 721,799 reactions and 888 catalyst types from USPTO. Task: Predict which catalyst facilitates the given reaction. (1) Reactant: Cl[C:2]1[C:3]2[C:4](=[CH:15][N:16](CC3C=CC(OC)=CC=3)[N:17]=2)[N:5]=[C:6]([CH:8]2[CH2:13][CH2:12][N:11]([CH3:14])[CH2:10][CH2:9]2)[N:7]=1.[NH2:27][C:28]1[CH:29]=[C:30]([OH:34])[CH:31]=[CH:32][CH:33]=1.Cl. Product: [CH3:14][N:11]1[CH2:10][CH2:9][CH:8]([C:6]2[N:7]=[C:2]([NH:27][C:28]3[CH:29]=[C:30]([OH:34])[CH:31]=[CH:32][CH:33]=3)[C:3]3[NH:17][N:16]=[CH:15][C:4]=3[N:5]=2)[CH2:13][CH2:12]1. The catalyst class is: 71. (2) Reactant: [F:1][C:2]([F:13])([F:12])[O:3][C:4]1[CH:11]=[CH:10][C:7]([CH:8]=O)=[CH:6][CH:5]=1.[CH3:14][C@H:15]1[CH2:20][NH:19][CH2:18][C@@H:17]([CH3:21])[NH:16]1.C(O[BH-](OC(=O)C)OC(=O)C)(=O)C.[Na+]. Product: [CH3:14][C@H:15]1[NH:16][C@@H:17]([CH3:21])[CH2:18][N:19]([CH2:8][C:7]2[CH:10]=[CH:11][C:4]([O:3][C:2]([F:13])([F:12])[F:1])=[CH:5][CH:6]=2)[CH2:20]1. The catalyst class is: 2. (3) Reactant: [Cl:1][C:2]1[N:3]([C:17]2[CH:22]=[CH:21][CH:20]=[CH:19][CH:18]=2)[C:4]([CH2:11][CH2:12][CH2:13][CH2:14][O:15][CH3:16])=[C:5]([C:7]([O:9]C)=[O:8])[N:6]=1.[OH-].[Na+]. Product: [Cl:1][C:2]1[N:3]([C:17]2[CH:18]=[CH:19][CH:20]=[CH:21][CH:22]=2)[C:4]([CH2:11][CH2:12][CH2:13][CH2:14][O:15][CH3:16])=[C:5]([C:7]([OH:9])=[O:8])[N:6]=1. The catalyst class is: 5. (4) Reactant: [S:1]1[C:5]2[CH:6]=[CH:7][CH:8]=[CH:9][C:4]=2[N:3]=[C:2]1OC1C=CC(CC=O)=CC=1.[CH3:20][O:21][C:22](=[O:31])[CH2:23][C:24]1[CH:29]=[CH:28][C:27]([OH:30])=[CH:26][CH:25]=1.ClC1SC2C=CC=CC=2N=1.C([O-])([O-])=O.[Cs+].[Cs+]. Product: [CH3:20][O:21][C:22](=[O:31])[CH2:23][C:24]1[CH:29]=[CH:28][C:27]([O:30][C:2]2[S:1][C:5]3[CH:6]=[CH:7][CH:8]=[CH:9][C:4]=3[N:3]=2)=[CH:26][CH:25]=1. The catalyst class is: 23. (5) The catalyst class is: 759. Product: [F:55][C:54]([F:57])([F:56])[C:52]([OH:58])=[O:53].[CH3:24][N:21]1[C:8]2=[N:9][C:10]([CH2:11][CH2:12][CH2:13][CH2:14][CH2:15][CH2:16][CH2:17][CH2:18][CH2:19][CH3:20])=[C:5]([OH:4])[C:6]([CH3:25])=[C:7]2[CH2:23][CH2:22]1. Reactant: C([O:4][C:5]1[C:6]([CH3:25])=[C:7]2[CH2:23][CH2:22][N:21]([CH3:24])[C:8]2=[N:9][C:10]=1[CH2:11][CH2:12][CH2:13][CH2:14][CH2:15][CH2:16][CH2:17][CH2:18][CH2:19][CH3:20])(=O)C.CC(C[AlH]CC(C)C)C.C(C(C(C([O-])=O)O)O)([O-])=O.[K+].[Na+].CO.C(Cl)Cl.[C:52]([OH:58])([C:54]([F:57])([F:56])[F:55])=[O:53]. (6) Product: [F:1][C:2]1[C:3]([F:14])=[C:4]([O:16][CH3:15])[C:5]([F:12])=[C:6]([F:11])[C:7]=1[N+:8]([O-:10])=[O:9]. Reactant: [F:1][C:2]1[C:7]([N+:8]([O-:10])=[O:9])=[C:6]([F:11])[C:5]([F:12])=[C:4](F)[C:3]=1[F:14].[CH3:15][O-:16].[Na+]. The catalyst class is: 5. (7) Reactant: [CH3:1][C:2]1([CH3:14])[C:6]([CH3:8])([CH3:7])[O:5][B:4]([C:9]2[CH:10]=[N:11][NH:12][CH:13]=2)[O:3]1.[CH3:15][C:16]([O:19][C:20](=[O:23])[CH2:21]Br)([CH3:18])[CH3:17].C(=O)([O-])[O-].[Cs+].[Cs+]. Product: [CH3:1][C:2]1([CH3:14])[C:6]([CH3:7])([CH3:8])[O:5][B:4]([C:9]2[CH:13]=[N:12][N:11]([CH2:21][C:20]([O:19][C:16]([CH3:18])([CH3:17])[CH3:15])=[O:23])[CH:10]=2)[O:3]1. The catalyst class is: 3. (8) Reactant: [CH:1](/[OH:6])=[CH:2]/[CH2:3][CH2:4][OH:5].N1C=CN=C1.[Si:12](Cl)([C:15]([CH3:18])([CH3:17])[CH3:16])([CH3:14])[CH3:13]. Product: [Si:12]([O:6][CH2:1]/[CH:2]=[CH:3]\[CH2:4][OH:5])([C:15]([CH3:18])([CH3:17])[CH3:16])([CH3:14])[CH3:13]. The catalyst class is: 2.